Dataset: Reaction yield outcomes from USPTO patents with 853,638 reactions. Task: Predict the reaction yield, written as a fraction of the theoretical maximum amount of product (1.0 means a 100% yield; for example, 0.34 means a 34% yield). The reactants are [N+:1]([C:4]1[CH:5]=[C:6]([OH:14])[CH:7]=[C:8]([C:10]([F:13])([F:12])[F:11])[CH:9]=1)([O-:3])=[O:2].O[CH:16]1[CH2:21][CH2:20][N:19]([C:22]([O:24][C:25]([CH3:28])([CH3:27])[CH3:26])=[O:23])[CH2:18][CH2:17]1.C1C=CC(P(C2C=CC=CC=2)C2C=CC=CC=2)=CC=1.CC(OC(/N=N/C(OC(C)C)=O)=O)C. The catalyst is C1C=CC=CC=1. The product is [N+:1]([C:4]1[CH:5]=[C:6]([CH:7]=[C:8]([C:10]([F:11])([F:12])[F:13])[CH:9]=1)[O:14][CH:16]1[CH2:21][CH2:20][N:19]([C:22]([O:24][C:25]([CH3:28])([CH3:27])[CH3:26])=[O:23])[CH2:18][CH2:17]1)([O-:3])=[O:2]. The yield is 0.660.